This data is from NCI-60 drug combinations with 297,098 pairs across 59 cell lines. The task is: Regression. Given two drug SMILES strings and cell line genomic features, predict the synergy score measuring deviation from expected non-interaction effect. (1) Drug 1: CC1C(C(CC(O1)OC2CC(CC3=C2C(=C4C(=C3O)C(=O)C5=C(C4=O)C(=CC=C5)OC)O)(C(=O)C)O)N)O.Cl. Drug 2: N.N.Cl[Pt+2]Cl. Cell line: RXF 393. Synergy scores: CSS=5.07, Synergy_ZIP=0.359, Synergy_Bliss=-5.91, Synergy_Loewe=-13.2, Synergy_HSA=-5.48. (2) Drug 1: C1=CC(=CC=C1CCCC(=O)O)N(CCCl)CCCl. Drug 2: CC1=C(C(CCC1)(C)C)C=CC(=CC=CC(=CC(=O)O)C)C. Cell line: OVCAR-8. Synergy scores: CSS=10.0, Synergy_ZIP=-7.13, Synergy_Bliss=-6.82, Synergy_Loewe=-7.22, Synergy_HSA=-6.32. (3) Drug 1: CN1CCC(CC1)COC2=C(C=C3C(=C2)N=CN=C3NC4=C(C=C(C=C4)Br)F)OC. Drug 2: CC1=C(C=C(C=C1)C(=O)NC2=CC(=CC(=C2)C(F)(F)F)N3C=C(N=C3)C)NC4=NC=CC(=N4)C5=CN=CC=C5. Cell line: KM12. Synergy scores: CSS=-9.77, Synergy_ZIP=0.118, Synergy_Bliss=-17.1, Synergy_Loewe=-26.8, Synergy_HSA=-19.8. (4) Drug 1: CC12CCC(CC1=CCC3C2CCC4(C3CC=C4C5=CN=CC=C5)C)O. Drug 2: CC1=C(N=C(N=C1N)C(CC(=O)N)NCC(C(=O)N)N)C(=O)NC(C(C2=CN=CN2)OC3C(C(C(C(O3)CO)O)O)OC4C(C(C(C(O4)CO)O)OC(=O)N)O)C(=O)NC(C)C(C(C)C(=O)NC(C(C)O)C(=O)NCCC5=NC(=CS5)C6=NC(=CS6)C(=O)NCCC[S+](C)C)O. Cell line: DU-145. Synergy scores: CSS=3.52, Synergy_ZIP=-3.99, Synergy_Bliss=-4.71, Synergy_Loewe=-10.8, Synergy_HSA=-5.70. (5) Drug 1: C(=O)(N)NO. Drug 2: C(CC(=O)O)C(=O)CN.Cl. Cell line: MALME-3M. Synergy scores: CSS=6.21, Synergy_ZIP=-2.27, Synergy_Bliss=0.514, Synergy_Loewe=-2.55, Synergy_HSA=0.779. (6) Drug 1: CCN(CC)CCCC(C)NC1=C2C=C(C=CC2=NC3=C1C=CC(=C3)Cl)OC. Drug 2: CN(C(=O)NC(C=O)C(C(C(CO)O)O)O)N=O. Cell line: MDA-MB-231. Synergy scores: CSS=18.6, Synergy_ZIP=-1.50, Synergy_Bliss=5.13, Synergy_Loewe=6.94, Synergy_HSA=6.73. (7) Drug 1: CC1=C(C(CCC1)(C)C)C=CC(=CC=CC(=CC(=O)O)C)C. Drug 2: CN1C(=O)N2C=NC(=C2N=N1)C(=O)N. Cell line: OVCAR-5. Synergy scores: CSS=-3.06, Synergy_ZIP=0.455, Synergy_Bliss=-0.741, Synergy_Loewe=-3.73, Synergy_HSA=-2.72. (8) Drug 1: C1=NC2=C(N1)C(=S)N=C(N2)N. Drug 2: C1C(C(OC1N2C=NC(=NC2=O)N)CO)O. Cell line: TK-10. Synergy scores: CSS=26.4, Synergy_ZIP=-9.25, Synergy_Bliss=-0.260, Synergy_Loewe=-0.487, Synergy_HSA=1.11. (9) Drug 1: C1=NC2=C(N=C(N=C2N1C3C(C(C(O3)CO)O)O)F)N. Drug 2: C1=NNC2=C1C(=O)NC=N2. Cell line: SF-295. Synergy scores: CSS=-0.292, Synergy_ZIP=-4.08, Synergy_Bliss=-9.79, Synergy_Loewe=-6.93, Synergy_HSA=-9.58.